This data is from Full USPTO retrosynthesis dataset with 1.9M reactions from patents (1976-2016). The task is: Predict the reactants needed to synthesize the given product. The reactants are: [CH:1]1([N:7]2[C:10](=[O:11])[C:9]([CH3:13])([CH3:12])[NH:8]2)[CH2:6][CH2:5][CH2:4][CH2:3][CH2:2]1.[Cl:14][C:15]1[C:22]([Cl:23])=[CH:21][CH:20]=[CH:19][C:16]=1[CH2:17]Br. Given the product [CH:1]1([N:7]2[C:10](=[O:11])[C:9]([CH3:13])([CH3:12])[N:8]2[CH2:17][C:16]2[CH:19]=[CH:20][CH:21]=[C:22]([Cl:23])[C:15]=2[Cl:14])[CH2:2][CH2:3][CH2:4][CH2:5][CH2:6]1, predict the reactants needed to synthesize it.